The task is: Predict which catalyst facilitates the given reaction.. This data is from Catalyst prediction with 721,799 reactions and 888 catalyst types from USPTO. Product: [CH2:1]([C@@H:8]1[CH2:9][NH:10][CH2:11][CH2:12][N:13]1[C:14](=[O:24])[CH2:15][CH2:16][C:17]1[CH:22]=[CH:21][CH:20]=[CH:19][C:18]=1[O:23][CH2:39][CH2:40][CH2:41][O:42][CH3:43])[C:2]1[CH:3]=[CH:4][CH:5]=[CH:6][CH:7]=1. Reactant: [CH2:1]([C@H:8]1[N:13]([C:14](=[O:24])[CH2:15][CH2:16][C:17]2[CH:22]=[CH:21][CH:20]=[CH:19][C:18]=2[OH:23])[CH2:12][CH2:11][N:10](C(OC(C)(C)C)=O)[CH2:9]1)[C:2]1[CH:7]=[CH:6][CH:5]=[CH:4][CH:3]=1.C([O-])([O-])=O.[K+].[K+].Br[CH2:39][CH2:40][CH2:41][O:42][CH3:43]. The catalyst class is: 18.